Dataset: Full USPTO retrosynthesis dataset with 1.9M reactions from patents (1976-2016). Task: Predict the reactants needed to synthesize the given product. Given the product [Cl:13][C:6]1[C:7]([C:8]([O:10][CH2:11][CH3:12])=[O:9])=[C:2]([NH:25][C:24]2[CH:26]=[CH:27][CH:28]=[C:22]([C:17]3[N:16]=[CH:21][CH:20]=[CH:19][N:18]=3)[CH:23]=2)[N:3]=[C:4]([S:14][CH3:15])[N:5]=1, predict the reactants needed to synthesize it. The reactants are: Cl[C:2]1[C:7]([C:8]([O:10][CH2:11][CH3:12])=[O:9])=[C:6]([Cl:13])[N:5]=[C:4]([S:14][CH3:15])[N:3]=1.[N:16]1[CH:21]=[CH:20][CH:19]=[N:18][C:17]=1[C:22]1[CH:23]=[C:24]([CH:26]=[CH:27][CH:28]=1)[NH2:25].CCN(C(C)C)C(C)C.